This data is from Forward reaction prediction with 1.9M reactions from USPTO patents (1976-2016). The task is: Predict the product of the given reaction. (1) Given the reactants [C:1]1([C:7]2([C:26]3[CH:31]=[CH:30][C:29](Br)=[CH:28][CH:27]=3)[C:19]3[C:18](C4C=CC=CC=4)=[CH:17][CH:16]=[CH:15][C:14]=3[C:13]3[C:8]2=[CH:9][CH:10]=[CH:11][CH:12]=3)[CH:6]=[CH:5][CH:4]=[CH:3][CH:2]=1.CCCCCC.C([Li])CCC.[B:44](OC)([O:47]C)[O:45]C.Cl, predict the reaction product. The product is: [C:1]1([C:7]2([C:26]3[CH:31]=[CH:30][C:29]([B:44]([OH:47])[OH:45])=[CH:28][CH:27]=3)[C:19]3[CH:18]=[CH:17][CH:16]=[CH:15][C:14]=3[C:13]3[C:8]2=[CH:9][CH:10]=[CH:11][CH:12]=3)[CH:6]=[CH:5][CH:4]=[CH:3][CH:2]=1. (2) Given the reactants [CH3:1][O:2][C:3]1[N:8]=[C:7]([C:9](OC)=[O:10])[CH:6]=[C:5]([CH3:13])[N:4]=1.[H-].C([Al+]CC(C)C)C(C)C, predict the reaction product. The product is: [CH3:1][O:2][C:3]1[N:8]=[C:7]([CH:9]=[O:10])[CH:6]=[C:5]([CH3:13])[N:4]=1. (3) The product is: [C:1]([C:3]1[CH:8]=[CH:7][C:6]([CH:9]2[CH2:14][CH2:13][N:12]([C:15]([C:17]3[CH:18]=[CH:19][C:20]([CH3:36])=[C:21]([NH:23][S:24]([C:27]4[CH:35]=[CH:34][CH:33]=[C:29]([C:30]([N:37]5[CH2:42][CH2:41][O:40][CH2:39][CH2:38]5)=[O:31])[CH:28]=4)(=[O:26])=[O:25])[CH:22]=3)=[O:16])[CH2:11][CH2:10]2)=[CH:5][CH:4]=1)#[N:2]. Given the reactants [C:1]([C:3]1[CH:8]=[CH:7][C:6]([CH:9]2[CH2:14][CH2:13][N:12]([C:15]([C:17]3[CH:18]=[CH:19][C:20]([CH3:36])=[C:21]([NH:23][S:24]([C:27]4[CH:28]=[C:29]([CH:33]=[CH:34][CH:35]=4)[C:30](O)=[O:31])(=[O:26])=[O:25])[CH:22]=3)=[O:16])[CH2:11][CH2:10]2)=[CH:5][CH:4]=1)#[N:2].[NH:37]1[CH2:42][CH2:41][O:40][CH2:39][CH2:38]1, predict the reaction product. (4) Given the reactants [F:1][C:2]1[CH:7]=[CH:6][C:5]([CH:8]([NH:12][CH2:13][C:14]2[CH:19]=[CH:18][CH:17]=[CH:16][CH:15]=2)[C:9]([OH:11])=[O:10])=[CH:4][CH:3]=1.[ClH:20].[CH3:21]O, predict the reaction product. The product is: [ClH:20].[CH3:21][O:10][C:9](=[O:11])[CH:8]([NH:12][CH2:13][C:14]1[CH:15]=[CH:16][CH:17]=[CH:18][CH:19]=1)[C:5]1[CH:6]=[CH:7][C:2]([F:1])=[CH:3][CH:4]=1. (5) Given the reactants [F:1][C:2]1[CH:8]=[CH:7][C:6]([O:9][C:10]([F:13])([F:12])[F:11])=[CH:5][C:3]=1[NH2:4].[Br:14]N1C(=O)CCC1=O, predict the reaction product. The product is: [Br:14][C:7]1[C:6]([O:9][C:10]([F:11])([F:12])[F:13])=[CH:5][C:3]([NH2:4])=[C:2]([F:1])[CH:8]=1.